This data is from Retrosynthesis with 50K atom-mapped reactions and 10 reaction types from USPTO. The task is: Predict the reactants needed to synthesize the given product. (1) Given the product COCCOCCN1C(=O)C(=O)c2c(OC)ccc(OC)c21, predict the reactants needed to synthesize it. The reactants are: COCCOCCBr.COc1ccc(OC)c2c1NC(=O)C2=O. (2) Given the product COC(=O)c1cc(N2CCOCC2)nc(-c2ccccc2)n1, predict the reactants needed to synthesize it. The reactants are: COC(=O)c1cc(N2CCOCC2)nc(Cl)n1.OB(O)c1ccccc1. (3) Given the product CCOC(=O)c1c(C(=O)OCC)c2c(-c3ccccc3)cc(N3CCOCC3)nn2c1CCCOC, predict the reactants needed to synthesize it. The reactants are: CCOC(=O)c1c(C(=O)OCC)c2c(-c3ccccc3)cc(N3CCOCC3)nn2c1CCCO.CI. (4) The reactants are: CCOC(=O)CCC(C)C.NCCO. Given the product CC(C)CCC(=O)NCCO, predict the reactants needed to synthesize it. (5) Given the product CCC(=O)O[C@H]1CC[C@H]2[C@@H]3CCC4=CC(=O)CC[C@]4(CO)[C@H]3CC[C@]12C, predict the reactants needed to synthesize it. The reactants are: CCC(=O)OC[C@]12CCC(=O)C=C1CC[C@@H]1[C@@H]2CC[C@]2(C)[C@@H](OC(=O)CC)CC[C@@H]12.